This data is from Reaction yield outcomes from USPTO patents with 853,638 reactions. The task is: Predict the reaction yield, written as a fraction of the theoretical maximum amount of product (1.0 means a 100% yield; for example, 0.34 means a 34% yield). The reactants are [CH:1]([CH:3]=[CH2:4])=[O:2].[F:5][C:6]([Si](C)(C)C)([F:8])[F:7].CCCC[N+](CCCC)(CCCC)CCCC.[F-].Br[CH2:32][C:33]([O:35][C:36]([CH3:39])([CH3:38])[CH3:37])=[O:34].[OH-].[Na+]. The catalyst is S([O-])(O)(=O)=O.C([N+](CCCC)(CCCC)CCCC)CCC.CCCC[N+](CCCC)(CCCC)CCCC.[F-].C(OC)(C)(C)C.O.C1COCC1.C1(C)C=CC=CC=1. The product is [F:5][C:6]([F:8])([F:7])[CH:1]([O:2][CH2:32][C:33]([O:35][C:36]([CH3:39])([CH3:38])[CH3:37])=[O:34])[CH:3]=[CH2:4]. The yield is 0.945.